From a dataset of Forward reaction prediction with 1.9M reactions from USPTO patents (1976-2016). Predict the product of the given reaction. (1) Given the reactants [OH:1][C:2]1[N:11]=[CH:10][C:9]2[CH2:8][CH2:7][C:6]3[C:12]([C:16]([O:18][CH2:19][CH3:20])=[O:17])=[N:13][N:14]([CH3:15])[C:5]=3[C:4]=2[N:3]=1.C(N(CC)CC)C.[S:28](O[S:28]([C:31]([F:34])([F:33])[F:32])(=[O:30])=[O:29])([C:31]([F:34])([F:33])[F:32])(=[O:30])=[O:29], predict the reaction product. The product is: [CH3:15][N:14]1[C:5]2[C:4]3[N:3]=[C:2]([O:1][S:28]([C:31]([F:34])([F:33])[F:32])(=[O:30])=[O:29])[N:11]=[CH:10][C:9]=3[CH2:8][CH2:7][C:6]=2[C:12]([C:16]([O:18][CH2:19][CH3:20])=[O:17])=[N:13]1. (2) Given the reactants C([Li])CCC.[Cl:6][C:7]1[CH:12]=[CH:11][C:10]([C:13]([F:16])([F:15])[F:14])=[CH:9][C:8]=1I.O1CCCC1.CON(C)[C:26](=[O:31])[C:27]([F:30])([F:29])[F:28], predict the reaction product. The product is: [F:28][C:27]([F:30])([F:29])[C:26]([C:8]1[CH:9]=[C:10]([C:13]([F:16])([F:15])[F:14])[CH:11]=[CH:12][C:7]=1[Cl:6])=[O:31].